From a dataset of CYP3A4 inhibition data for predicting drug metabolism from PubChem BioAssay. Regression/Classification. Given a drug SMILES string, predict its absorption, distribution, metabolism, or excretion properties. Task type varies by dataset: regression for continuous measurements (e.g., permeability, clearance, half-life) or binary classification for categorical outcomes (e.g., BBB penetration, CYP inhibition). Dataset: cyp3a4_veith. (1) The compound is Cc1[nH][nH]c(=O)c1C(c1c(C)[nH][nH]c1=O)c1cn(Cc2cccc3ccccc23)c2ccccc12. The result is 0 (non-inhibitor). (2) The molecule is CCN(CC)c1ccc2c(Cl)cc(=O)oc2c1. The result is 1 (inhibitor).